This data is from Catalyst prediction with 721,799 reactions and 888 catalyst types from USPTO. The task is: Predict which catalyst facilitates the given reaction. (1) Reactant: Br[C:2]1[CH:3]=[C:4]2[C:30](=[CH:31][CH:32]=1)[O:29][C:7]1([CH2:12][CH2:11][N:10]([C:13]([C:15]3[CH:24]=[C:23]([O:25][CH3:26])[C:22]4[C:17](=[C:18]([O:27][CH3:28])[CH:19]=[CH:20][CH:21]=4)[N:16]=3)=[O:14])[CH2:9][CH2:8]1)[CH2:6][C:5]2=[O:33].[C:34]([O:38][C:39]([N:41]1[CH2:46][CH2:45][NH:44][CH2:43][CH2:42]1)=[O:40])([CH3:37])([CH3:36])[CH3:35].C(P(C(C)(C)C)C1C=CC=CC=1C1C=CC=CC=1)(C)(C)C.C(=O)([O-])[O-].[Cs+].[Cs+]. Product: [C:34]([O:38][C:39]([N:41]1[CH2:46][CH2:45][N:44]([C:2]2[CH:3]=[C:4]3[C:30](=[CH:31][CH:32]=2)[O:29][C:7]2([CH2:12][CH2:11][N:10]([C:13]([C:15]4[CH:24]=[C:23]([O:25][CH3:26])[C:22]5[C:17](=[C:18]([O:27][CH3:28])[CH:19]=[CH:20][CH:21]=5)[N:16]=4)=[O:14])[CH2:9][CH2:8]2)[CH2:6][C:5]3=[O:33])[CH2:43][CH2:42]1)=[O:40])([CH3:37])([CH3:35])[CH3:36]. The catalyst class is: 160. (2) Reactant: [F:1][C@H:2]1[C@@H:7]([OH:8])[CH2:6][CH2:5][N:4]([C:9]([O:11][C:12]([CH3:15])([CH3:14])[CH3:13])=[O:10])[CH2:3]1.[Br:16][C:17]1[CH:18]=[CH:19][C:20](F)=[C:21]([CH:24]=1)[C:22]#[N:23].CN(C)C=O. Product: [Br:16][C:17]1[CH:18]=[CH:19][C:20]([O:8][C@H:7]2[CH2:6][CH2:5][N:4]([C:9]([O:11][C:12]([CH3:15])([CH3:14])[CH3:13])=[O:10])[CH2:3][C@H:2]2[F:1])=[C:21]([C:22]#[N:23])[CH:24]=1. The catalyst class is: 80. (3) Reactant: [Cl:1]N1C(=O)CCC1=O.[NH2:9][C:10]1[CH:15]=[CH:14][C:13]([C:16]([CH3:20])([CH3:19])[C:17]#[N:18])=[CH:12][CH:11]=1. Product: [NH2:9][C:10]1[CH:11]=[CH:12][C:13]([C:16]([CH3:20])([CH3:19])[C:17]#[N:18])=[CH:14][C:15]=1[Cl:1]. The catalyst class is: 32. (4) Reactant: C([NH:4][C:5]1[C:6]([Cl:15])=[C:7]([CH:11]=[CH:12][C:13]=1[Cl:14])[C:8]([OH:10])=[O:9])(=O)C.CC(O)=O. Product: [NH2:4][C:5]1[C:6]([Cl:15])=[C:7]([CH:11]=[CH:12][C:13]=1[Cl:14])[C:8]([OH:10])=[O:9]. The catalyst class is: 33. (5) Product: [Si:20]([O:10][C:7]1[CH:8]=[C:9]2[C:4]([CH:3]=[N:2][NH:1]2)=[CH:5][CH:6]=1)([C:17]([CH3:19])([CH3:18])[CH3:16])([C:27]1[CH:28]=[CH:29][CH:30]=[CH:31][CH:32]=1)[C:21]1[CH:26]=[CH:25][CH:24]=[CH:23][CH:22]=1. The catalyst class is: 3. Reactant: [NH:1]1[C:9]2[C:4](=[CH:5][CH:6]=[C:7]([OH:10])[CH:8]=2)[CH:3]=[N:2]1.N1C=CN=C1.[CH3:16][C:17]([Si:20](Cl)([C:27]1[CH:32]=[CH:31][CH:30]=[CH:29][CH:28]=1)[C:21]1[CH:26]=[CH:25][CH:24]=[CH:23][CH:22]=1)([CH3:19])[CH3:18].O.